From a dataset of Forward reaction prediction with 1.9M reactions from USPTO patents (1976-2016). Predict the product of the given reaction. (1) Given the reactants [Cl:1][C:2]1[CH:7]=[CH:6][CH:5]=[CH:4][C:3]=1[S:8]([C@H:11]1[CH2:15][NH:14][C@H:13]([C:16]([NH:18][C:19]2([C:22]#[N:23])[CH2:21][CH2:20]2)=[O:17])[CH2:12]1)(=[O:10])=[O:9].[CH:24]1([N:29]2[CH2:32][CH2:31][CH:30]2[C:33]([O-])=[O:34])[CH2:28][CH2:27][CH2:26][CH2:25]1.[Li+], predict the reaction product. The product is: [Cl:1][C:2]1[CH:7]=[CH:6][CH:5]=[CH:4][C:3]=1[S:8]([C@H:11]1[CH2:15][N:14]([C:33]([CH:30]2[CH2:31][CH2:32][N:29]2[CH:24]2[CH2:25][CH2:26][CH2:27][CH2:28]2)=[O:34])[C@H:13]([C:16]([NH:18][C:19]2([C:22]#[N:23])[CH2:21][CH2:20]2)=[O:17])[CH2:12]1)(=[O:10])=[O:9]. (2) Given the reactants CS(O[CH2:6][CH2:7][C:8]1[CH:9]=[N:10][N:11]([C:22]2[CH:27]=[C:26]([C:28]#[N:29])[CH:25]=[CH:24][N:23]=2)[C:12]=1[O:13][CH2:14][C:15]1[CH:20]=[CH:19][C:18]([F:21])=[CH:17][CH:16]=1)(=O)=O.Cl.[CH3:31][NH:32][CH3:33].C([O-])([O-])=O.[K+].[K+], predict the reaction product. The product is: [CH3:31][N:32]([CH3:33])[CH2:6][CH2:7][C:8]1[CH:9]=[N:10][N:11]([C:22]2[CH:27]=[C:26]([C:28]#[N:29])[CH:25]=[CH:24][N:23]=2)[C:12]=1[O:13][CH2:14][C:15]1[CH:20]=[CH:19][C:18]([F:21])=[CH:17][CH:16]=1.